This data is from Forward reaction prediction with 1.9M reactions from USPTO patents (1976-2016). The task is: Predict the product of the given reaction. (1) Given the reactants [CH3:1][O:2][N:3]([CH3:8])[C:4](=[O:7])[CH:5]=[CH2:6].[NH:9]1[CH2:14][CH2:13][CH2:12][CH2:11][CH2:10]1, predict the reaction product. The product is: [CH3:1][O:2][N:3]([CH3:8])[C:4](=[O:7])[CH2:5][CH2:6][N:9]1[CH2:14][CH2:13][CH2:12][CH2:11][CH2:10]1. (2) The product is: [BrH:1].[C:19]([CH:11]([NH:3][CH2:4][C:5]([NH2:7])=[NH:6])[C:10]1[CH:13]=[C:14]([Cl:18])[CH:15]=[C:16]([Cl:17])[C:9]=1[Cl:8])#[N:20]. Given the reactants [BrH:1].Br.[NH2:3][CH2:4][C:5]([NH2:7])=[NH:6].[Cl:8][C:9]1[C:16]([Cl:17])=[CH:15][C:14]([Cl:18])=[CH:13][C:10]=1[CH:11]=O.[C-:19]#[N:20].[K+], predict the reaction product. (3) Given the reactants [Cl:1][C:2]1[CH:7]=[C:6]([C:8](=[O:12])[N:9]([CH3:11])[CH3:10])[CH:5]=[CH:4][C:3]=1B(O)O.Br[C:17]1[CH:18]=[C:19]([CH:22]=[CH:23][C:24]=1[O:25][CH3:26])[CH:20]=[O:21].C(=O)([O-])[O-].[Na+].[Na+], predict the reaction product. The product is: [Cl:1][C:2]1[CH:7]=[C:6]([C:8]([N:9]([CH3:11])[CH3:10])=[O:12])[CH:5]=[CH:4][C:3]=1[C:17]1[CH:18]=[C:19]([CH:20]=[O:21])[CH:22]=[CH:23][C:24]=1[O:25][CH3:26]. (4) Given the reactants [OH:1][CH:2]1[C:10]([CH3:12])([CH3:11])[CH2:9][C:8]2[NH:7][N:6]=[C:5]([C:13]([OH:15])=[O:14])[C:4]=2[CH2:3]1.F[C:17]1[CH:22]=[C:21]([I:23])[CH:20]=[CH:19][N:18]=1, predict the reaction product. The product is: [OH:1][CH:2]1[C:10]([CH3:11])([CH3:12])[CH2:9][C:8]2[N:7]([C:17]3[CH:22]=[C:21]([I:23])[CH:20]=[CH:19][N:18]=3)[N:6]=[C:5]([C:13]([OH:15])=[O:14])[C:4]=2[CH2:3]1. (5) The product is: [Cl:1][C:2]1[CH:7]=[C:6]2[NH:8][C:9](=[O:42])[C:10]3([CH:15]([C:16]4[CH:21]=[C:20]([Cl:22])[CH:19]=[CH:18][C:17]=4[O:23][C:24]([CH2:31][CH3:32])([C:27]([OH:29])=[O:28])[CH2:25][CH3:26])[CH2:14][C:13](=[O:33])[NH:12][CH:11]3[C:34]3[CH:39]=[C:38]([Cl:40])[CH:37]=[CH:36][C:35]=3[CH3:41])[C:5]2=[CH:4][CH:3]=1. Given the reactants [Cl:1][C:2]1[CH:7]=[C:6]2[NH:8][C:9](=[O:42])[C:10]3([CH:15]([C:16]4[CH:21]=[C:20]([Cl:22])[CH:19]=[CH:18][C:17]=4[O:23][C:24]([CH2:31][CH3:32])([C:27]([O:29]C)=[O:28])[CH2:25][CH3:26])[CH2:14][C:13](=[O:33])[NH:12][CH:11]3[C:34]3[CH:39]=[C:38]([Cl:40])[CH:37]=[CH:36][C:35]=3[CH3:41])[C:5]2=[CH:4][CH:3]=1.[Li+].[OH-].O, predict the reaction product. (6) Given the reactants [CH:1]1([N:7]([CH3:30])[C:8]2[N:13]=[C:12]([CH3:14])[C:11]([CH:15]([CH2:20][CH2:21][CH3:22])[C:16]([O:18]C)=[O:17])=[C:10]([C:23]3[CH:28]=[CH:27][C:26]([CH3:29])=[CH:25][CH:24]=3)[N:9]=2)[CH2:6][CH2:5][CH2:4][CH2:3][CH2:2]1.[OH-].[Na+], predict the reaction product. The product is: [CH:1]1([N:7]([CH3:30])[C:8]2[N:13]=[C:12]([CH3:14])[C:11]([CH:15]([CH2:20][CH2:21][CH3:22])[C:16]([OH:18])=[O:17])=[C:10]([C:23]3[CH:28]=[CH:27][C:26]([CH3:29])=[CH:25][CH:24]=3)[N:9]=2)[CH2:6][CH2:5][CH2:4][CH2:3][CH2:2]1. (7) Given the reactants [Cl:1][C:2]1[CH:7]=[C:6]([F:8])[CH:5]=[CH:4][C:3]=1[CH:9]1[CH2:14][CH2:13][C:12](=[O:15])[CH2:11][CH2:10]1.C(N(CC)CC)C.FC(F)(F)S(O[Si:29]([CH3:32])([CH3:31])[CH3:30])(=O)=O, predict the reaction product. The product is: [Cl:1][C:2]1[CH:7]=[C:6]([F:8])[CH:5]=[CH:4][C:3]=1[CH:9]1[CH2:10][CH2:11][C:12]([O:15][Si:29]([CH3:32])([CH3:31])[CH3:30])=[CH:13][CH2:14]1.